This data is from Catalyst prediction with 721,799 reactions and 888 catalyst types from USPTO. The task is: Predict which catalyst facilitates the given reaction. (1) Reactant: [ClH:1].[Br:2][C:3]1[CH:4]=[N:5][CH:6]=[CH:7][C:8]=1[CH2:9][O:10][C:11]1[CH:12]=[N:13][C:14]([N:17]2[CH2:22][CH2:21][N:20](C(OC(C)(C)C)=O)[CH2:19][C@H:18]2[CH3:30])=[N:15][CH:16]=1. Product: [ClH:1].[ClH:1].[Br:2][C:3]1[CH:4]=[N:5][CH:6]=[CH:7][C:8]=1[CH2:9][O:10][C:11]1[CH:12]=[N:13][C:14]([N:17]2[CH2:22][CH2:21][NH:20][CH2:19][C@H:18]2[CH3:30])=[N:15][CH:16]=1. The catalyst class is: 2. (2) Reactant: C([O:3][C:4]([C:6]1[NH:10][C:9]2[CH:11]=[C:12]([Br:14])[O:13][C:8]=2[CH:7]=1)=[O:5])C.[OH-].[Na+]. Product: [Br:14][C:12]1[O:13][C:8]2[CH:7]=[C:6]([C:4]([OH:5])=[O:3])[NH:10][C:9]=2[CH:11]=1. The catalyst class is: 8. (3) Reactant: [Cl:1][CH2:2][CH2:3][CH2:4][O:5][C:6]1[CH:14]=[CH:13][C:9]([C:10]([NH2:12])=[O:11])=[CH:8][CH:7]=1.[Cl:15][CH2:16][C:17](=O)[CH2:18]Cl. Product: [Cl:15][CH2:16][C:17]1[N:12]=[C:10]([C:9]2[CH:13]=[CH:14][C:6]([O:5][CH2:4][CH2:3][CH2:2][Cl:1])=[CH:7][CH:8]=2)[O:11][CH:18]=1. The catalyst class is: 397.